Dataset: Peptide-MHC class II binding affinity with 134,281 pairs from IEDB. Task: Regression. Given a peptide amino acid sequence and an MHC pseudo amino acid sequence, predict their binding affinity value. This is MHC class II binding data. (1) The peptide sequence is EKKYFAARQFEPLAA. The MHC is HLA-DPA10103-DPB10601 with pseudo-sequence HLA-DPA10103-DPB10601. The binding affinity (normalized) is 0.665. (2) The peptide sequence is QITKIQNFRVYYRDSRDPIW. The MHC is DRB1_0301 with pseudo-sequence DRB1_0301. The binding affinity (normalized) is 0.777.